Dataset: Full USPTO retrosynthesis dataset with 1.9M reactions from patents (1976-2016). Task: Predict the reactants needed to synthesize the given product. (1) Given the product [C:17]([C:16]1[CH:6]=[CH:5][C:4]([C:7]2[CH:11]=[CH:10][O:9][CH:8]=2)=[CH:3][CH:2]=1)#[N:18], predict the reactants needed to synthesize it. The reactants are: N1[CH:6]=[CH:5][C:4]([C:7]2[CH:11]=[CH:10][O:9][CH:8]=2)=[CH:3][CH:2]=1.BrC1C=C[C:16]([C:17]#[N:18])=CC=1.O1C=CC(B(O)O)=C1. (2) Given the product [F:19][C:14]1[CH:15]=[C:16]2[C:11](=[CH:12][CH:13]=1)[NH:10][C:9]1[CH2:8][CH2:7][CH:6]([CH2:4][O:5][S:26]([C:23]3[CH:24]=[CH:25][C:20]([CH3:30])=[CH:21][CH:22]=3)(=[O:28])=[O:27])[CH2:18][C:17]2=1, predict the reactants needed to synthesize it. The reactants are: C(O[C:4]([CH:6]1[CH2:18][C:17]2[C:16]3[C:11](=[CH:12][CH:13]=[C:14]([F:19])[CH:15]=3)[NH:10][C:9]=2[CH2:8][CH2:7]1)=[O:5])C.[C:20]1([CH3:30])[CH:25]=[CH:24][C:23]([S:26](Cl)(=[O:28])=[O:27])=[CH:22][CH:21]=1. (3) Given the product [Cl:1][C:2]1[C:3](=[O:29])[N:4]([C:18]2[CH:23]=[C:22]([C:24]3[CH:25]=[CH:26][N:35]=[C:33]([C:32]([OH:31])([CH3:37])[CH3:36])[N:34]=3)[CH:21]=[CH:20][C:19]=2[CH3:28])[C:5]([CH3:17])=[N:6][C:7]=1[O:8][CH2:9][C:10]1[CH:15]=[CH:14][CH:13]=[C:12]([CH3:16])[CH:11]=1, predict the reactants needed to synthesize it. The reactants are: [Cl:1][C:2]1[C:3](=[O:29])[N:4]([C:18]2[CH:23]=[C:22]([C:24](=O)[C:25]#[CH:26])[CH:21]=[CH:20][C:19]=2[CH3:28])[C:5]([CH3:17])=[N:6][C:7]=1[O:8][CH2:9][C:10]1[CH:15]=[CH:14][CH:13]=[C:12]([CH3:16])[CH:11]=1.Cl.[OH:31][C:32]([CH3:37])([CH3:36])[C:33]([NH2:35])=[NH:34].C(=O)([O-])[O-].[K+].[K+]. (4) Given the product [Cl:1][C:2]1[CH:3]=[CH:4][C:5]([C@@H:8]2[CH2:12][C:11](=[O:13])[CH2:10][C@H:9]2[C:14]([C:34]2([N:30]3[CH2:55][CH2:54][CH:53]([CH2:59][N:60]4[C:64]([CH3:65])([CH3:66])[CH2:63][O:62][C:61]4=[O:67])[CH2:47][CH2:48]3)[CH2:33][CH2:38][CH2:37][CH2:36][CH2:35]2)=[O:16])=[CH:6][CH:7]=1, predict the reactants needed to synthesize it. The reactants are: [Cl:1][C:2]1[CH:7]=[CH:6][C:5]([C@@H:8]2[CH2:12][C:11](=[O:13])[CH2:10][C@H:9]2[C:14]([OH:16])=O)=[CH:4][CH:3]=1.Cl.CN(C)CCCN=C=NCC.O[N:30]1[C:34]2[CH:35]=[CH:36][CH:37]=[CH:38][C:33]=2N=N1.CN1CCOCC1.[Cl-].[CH:47]1([C:53]2([CH2:59][N:60]3[C:64]([CH3:66])([CH3:65])[CH2:63][O:62][C:61]3=[O:67])CC[NH2+][CH2:55][CH2:54]2)CCCC[CH2:48]1. (5) Given the product [CH3:1][O:2][C:3]([C:4]1[CH2:5][CH:6]([C:7]2[S:8][C:9]([Br:12])=[CH:10][CH:11]=2)[N:24]([C:18]2[CH:19]=[CH:20][C:21]([F:23])=[CH:22][C:17]=2[F:16])[N:25]=1)=[O:14], predict the reactants needed to synthesize it. The reactants are: [CH3:1][O:2][C:3](=[O:14])[C:4](=O)[CH:5]=[CH:6][C:7]1[S:8][C:9]([Br:12])=[CH:10][CH:11]=1.Cl.[F:16][C:17]1[CH:22]=[C:21]([F:23])[CH:20]=[CH:19][C:18]=1[NH:24][NH2:25]. (6) Given the product [NH:1]([C:50]([CH3:52])=[O:56])[C@H:2]([C:18]([NH:20][C@H:21]([C:26]([NH:28][C@H:62]([C:61]([O:60][CH3:57])=[O:63])[CH2:7][O:10][CH2:11][C:12]1[CH:17]=[CH:16][CH:15]=[CH:14][CH:13]=1)=[O:27])[C@H:22]([CH2:24][CH3:25])[CH3:23])=[O:19])[CH2:3][C:4]1[CH:5]=[CH:6][C:7]([O:10][CH2:11][C:12]2[CH:17]=[CH:16][CH:15]=[CH:14][CH:13]=2)=[CH:8][CH:9]=1, predict the reactants needed to synthesize it. The reactants are: [NH:1](C(OC(C)(C)C)=O)[C@H:2]([C:18]([NH:20][C@H:21]([C:26]([NH:28][C@H](C(OC)=O)COCC1C=CC=CC=1)=[O:27])[C@H:22]([CH2:24][CH3:25])[CH3:23])=[O:19])[CH2:3][C:4]1[CH:9]=[CH:8][C:7]([O:10][CH2:11][C:12]2[CH:17]=[CH:16][CH:15]=[CH:14][CH:13]=2)=[CH:6][CH:5]=1.[C:50]([OH:56])([C:52](F)(F)F)=O.[C:57]([O:60][C:61](=[O:63])[CH3:62])(=O)C. (7) Given the product [ClH:1].[N:2]12[CH2:11][CH:6]3[CH2:7][CH:8]([CH2:10][CH:4]([C@H:5]3[NH:12][C:24]([C:22]3[S:23][C:19]([C:17]4[N:18]=[C:14]([CH3:13])[S:15][CH:16]=4)=[CH:20][CH:21]=3)=[O:25])[CH2:3]1)[CH2:9]2, predict the reactants needed to synthesize it. The reactants are: [ClH:1].[N:2]12[CH2:11][CH:6]3[CH2:7][CH:8]([CH2:10][CH:4]([C@H:5]3[NH2:12])[CH2:3]1)[CH2:9]2.[CH3:13][C:14]1[S:15][CH:16]=[C:17]([C:19]2[S:23][C:22]([C:24](O)=[O:25])=[CH:21][CH:20]=2)[N:18]=1.N.